This data is from Catalyst prediction with 721,799 reactions and 888 catalyst types from USPTO. The task is: Predict which catalyst facilitates the given reaction. (1) Reactant: [CH2:1]([C:3]1[C:8](=[O:9])[N:7]2[N:10]=[CH:11][C:12]([C:13]([NH:15][NH2:16])=[O:14])=[C:6]2[NH:5][C:4]=1[CH3:17])[CH3:2].CN(C=O)C.C(N(CC)CC)C.[CH2:30]([O:32][C:33](=[O:37])[C:34](Cl)=[O:35])[CH3:31]. Product: [CH2:1]([C:3]1[C:8](=[O:9])[N:7]2[N:10]=[CH:11][C:12]([C:13]([NH:15][NH:16][C:34](=[O:35])[C:33]([O:32][CH2:30][CH3:31])=[O:37])=[O:14])=[C:6]2[NH:5][C:4]=1[CH3:17])[CH3:2]. The catalyst class is: 4. (2) Reactant: B(Br)(Br)Br.[NH2:5][C:6]1[C:15]2[C:10](=[CH:11][C:12]([O:16]C)=[CH:13][CH:14]=2)[CH:9]=[C:8]([CH3:18])[N:7]=1. Product: [NH2:5][C:6]1[C:15]2[C:10](=[CH:11][C:12]([OH:16])=[CH:13][CH:14]=2)[CH:9]=[C:8]([CH3:18])[N:7]=1. The catalyst class is: 4.